This data is from Full USPTO retrosynthesis dataset with 1.9M reactions from patents (1976-2016). The task is: Predict the reactants needed to synthesize the given product. The reactants are: [Cl:1][C:2]1[C:3]2[C:43]([F:44])=[CH:42][CH:41]=[C:40]([F:45])[C:4]=2[S:5][C:6]=1[C:7]([N:9]([CH2:25][C:26]1[CH:31]=[C:30]([C:32]2[CH:37]=[CH:36][N:35]=[CH:34][CH:33]=2)[CH:29]=[CH:28][C:27]=1[CH2:38][CH3:39])[CH:10]1[CH2:15][CH2:14][CH:13]([N:16](C)[C:17](=O)OC(C)(C)C)[CH2:12][CH2:11]1)=[O:8].CC(OC)(C)C. Given the product [ClH:1].[ClH:1].[CH2:38]([C:27]1[CH:28]=[CH:29][C:30]([C:32]2[CH:33]=[CH:34][N:35]=[CH:36][CH:37]=2)=[CH:31][C:26]=1[CH2:25][N:9]([CH:10]1[CH2:15][CH2:14][CH:13]([NH:16][CH3:17])[CH2:12][CH2:11]1)[C:7]([C:6]1[S:5][C:4]2[C:40]([F:45])=[CH:41][CH:42]=[C:43]([F:44])[C:3]=2[C:2]=1[Cl:1])=[O:8])[CH3:39], predict the reactants needed to synthesize it.